This data is from Peptide-MHC class II binding affinity with 134,281 pairs from IEDB. The task is: Regression. Given a peptide amino acid sequence and an MHC pseudo amino acid sequence, predict their binding affinity value. This is MHC class II binding data. (1) The peptide sequence is YHFDLSGIAFGSMAK. The MHC is HLA-DQA10501-DQB10201 with pseudo-sequence HLA-DQA10501-DQB10201. The binding affinity (normalized) is 0. (2) The peptide sequence is LPRLIAFTSEHSHFSLKK. The MHC is DRB1_0401 with pseudo-sequence DRB1_0401. The binding affinity (normalized) is 0.566. (3) The peptide sequence is TKGEGGVWTFDSEEP. The MHC is DRB1_1201 with pseudo-sequence DRB1_1201. The binding affinity (normalized) is 0.0788. (4) The binding affinity (normalized) is 0.649. The MHC is H-2-IAb with pseudo-sequence H-2-IAb. The peptide sequence is KLKFNSVIVNPSLNG. (5) The peptide sequence is GPDNPGEPLVLKEGI. The MHC is DRB1_1101 with pseudo-sequence DRB1_1101. The binding affinity (normalized) is 0. (6) The peptide sequence is MCHATLTYRMLEPTR. The MHC is DRB3_0101 with pseudo-sequence DRB3_0101. The binding affinity (normalized) is 0.450. (7) The peptide sequence is AAGAQLLWQLPLLSI. The MHC is DRB1_0101 with pseudo-sequence DRB1_0101. The binding affinity (normalized) is 0.515.